Predict the product of the given reaction. From a dataset of Forward reaction prediction with 1.9M reactions from USPTO patents (1976-2016). Given the reactants [CH:1]1([CH:7]([C:9]2[S:10][C:11]3[CH:18]=[CH:17][C:16]([C:19]([F:22])([F:21])[F:20])=[CH:15][C:12]=3[C:13]=2[CH3:14])O)[CH2:6][CH2:5][CH2:4][CH2:3][CH2:2]1.S(Cl)([Cl:25])=O.C(=O)([O-])O.[Na+], predict the reaction product. The product is: [Cl:25][CH:7]([CH:1]1[CH2:6][CH2:5][CH2:4][CH2:3][CH2:2]1)[C:9]1[S:10][C:11]2[CH:18]=[CH:17][C:16]([C:19]([F:22])([F:21])[F:20])=[CH:15][C:12]=2[C:13]=1[CH3:14].